Dataset: Full USPTO retrosynthesis dataset with 1.9M reactions from patents (1976-2016). Task: Predict the reactants needed to synthesize the given product. (1) Given the product [F:23][C:19]1[CH:18]=[C:17]([C@H:16]2[O:15][C:14](=[O:24])[NH:13][C@@H:12]2[C:8]2[CH:9]=[N:10][CH:11]=[C:6]([C:5]#[C:4][CH:3]3[CH2:33][CH2:37][O:36][CH2:35]3)[CH:7]=2)[CH:22]=[CH:21][CH:20]=1, predict the reactants needed to synthesize it. The reactants are: CN(C)[CH2:3][C:4]#[C:5][C:6]1[CH:7]=[C:8]([C@@H:12]2[C@@H:16]([C:17]3[CH:22]=[CH:21][CH:20]=[C:19]([F:23])[CH:18]=3)[O:15][C:14](=[O:24])[NH:13]2)[CH:9]=[N:10][CH:11]=1.BrC1C=C([C@@H:33]2[C@@H:37](C3C=CC=C(F)C=3)[O:36][C:35](=O)N2)C=NC=1.C(C1CCOC1)#C. (2) Given the product [NH2:16][C:8]1[CH:7]=[C:6]2[C:5]([CH:4]=[CH:3][NH:19]2)=[CH:15][C:9]=1[C:10]([O:12][CH2:13][CH3:14])=[O:11], predict the reactants needed to synthesize it. The reactants are: CN(C)/[CH:3]=[CH:4]/[C:5]1[C:6]([N+:19]([O-])=O)=[CH:7][C:8]([N+:16]([O-])=O)=[C:9]([CH:15]=1)[C:10]([O:12][CH2:13][CH3:14])=[O:11].[H][H]. (3) Given the product [F:20][C:2]([F:1])([F:19])[C:3]1[CH:4]=[CH:5][C:6]([CH:9]2[C:18]3[C:13](=[CH:14][CH:15]=[N:16][CH:17]=3)[CH2:12][CH2:11][NH:10]2)=[CH:7][CH:8]=1, predict the reactants needed to synthesize it. The reactants are: [F:1][C:2]([F:20])([F:19])[C:3]1[CH:8]=[CH:7][C:6]([C:9]2[C:18]3[C:13](=[CH:14][CH:15]=[N:16][CH:17]=3)[CH2:12][CH2:11][N:10]=2)=[CH:5][CH:4]=1.[BH4-].[Na+]. (4) Given the product [NH2:1][C:2]([NH:4][C:5]1[CH:9]=[C:8]([C:10]2[CH:15]=[CH:14][CH:13]=[C:12]([F:16])[CH:11]=2)[S:7][C:6]=1[C:17]([NH:21][C@H:22]1[CH2:27][CH2:26][CH2:25][N:24]([C:28]([O:30][C:31]([CH3:34])([CH3:33])[CH3:32])=[O:29])[CH2:23]1)=[O:19])=[O:3], predict the reactants needed to synthesize it. The reactants are: [NH2:1][C:2]([NH:4][C:5]1[CH:9]=[C:8]([C:10]2[CH:15]=[CH:14][CH:13]=[C:12]([F:16])[CH:11]=2)[S:7][C:6]=1[C:17]([O:19]C)=O)=[O:3].[NH2:21][C@H:22]1[CH2:27][CH2:26][CH2:25][N:24]([C:28]([O:30][C:31]([CH3:34])([CH3:33])[CH3:32])=[O:29])[CH2:23]1.C[Al](C)C. (5) Given the product [Br:24][C:16]1[CH:17]=[CH:18][C:13]([C:2]2([OH:1])[CH2:5][N:4]([C:6]([O:8][C:9]([CH3:12])([CH3:11])[CH3:10])=[O:7])[CH2:3]2)=[CH:14][CH:15]=1, predict the reactants needed to synthesize it. The reactants are: [OH:1][C:2]1([C:13]2[CH:18]=[CH:17][C:16]([Si](C)(C)C)=[CH:15][CH:14]=2)[CH2:5][N:4]([C:6]([O:8][C:9]([CH3:12])([CH3:11])[CH3:10])=[O:7])[CH2:3]1.[K+].[Br-:24].CO.ClN1C(=O)CCC1=O.